Dataset: Forward reaction prediction with 1.9M reactions from USPTO patents (1976-2016). Task: Predict the product of the given reaction. (1) Given the reactants [CH3:1][O:2][C:3]1[CH:4]=[C:5]([NH:11][C:12]2[C:13]3[N:29]=[CH:28][S:27][C:14]=3[N:15]=[C:16]([N:18]3[CH2:23][CH2:22][CH:21]([C:24](O)=[O:25])[CH2:20][CH2:19]3)[N:17]=2)[CH:6]=[CH:7][C:8]=1[O:9][CH3:10].[N:30]1[CH:35]=[CH:34][C:33]([CH2:36][CH2:37][NH2:38])=[CH:32][CH:31]=1.CCN=C=NCCCN(C)C.CN1C=CN=C1, predict the reaction product. The product is: [CH3:1][O:2][C:3]1[CH:4]=[C:5]([NH:11][C:12]2[C:13]3[N:29]=[CH:28][S:27][C:14]=3[N:15]=[C:16]([N:18]3[CH2:23][CH2:22][CH:21]([C:24]([NH:38][CH2:37][CH2:36][C:33]4[CH:34]=[CH:35][N:30]=[CH:31][CH:32]=4)=[O:25])[CH2:20][CH2:19]3)[N:17]=2)[CH:6]=[CH:7][C:8]=1[O:9][CH3:10]. (2) Given the reactants S([CH2:5][CH2:6][C:7]#[C:8][C:9]1[CH:14]=[CH:13][CH:12]=[C:11]([CH3:15])[CH:10]=1)(C)(=O)=O.[CH2:16]([C:23]1([OH:29])[CH2:28][CH2:27][NH:26][CH2:25][CH2:24]1)[C:17]1[CH:22]=[CH:21][CH:20]=[CH:19][CH:18]=1.C([O-])([O-])=O.[K+].[K+], predict the reaction product. The product is: [CH2:16]([C:23]1([OH:29])[CH2:28][CH2:27][N:26]([CH2:5][CH2:6][C:7]#[C:8][C:9]2[CH:14]=[CH:13][CH:12]=[C:11]([CH3:15])[CH:10]=2)[CH2:25][CH2:24]1)[C:17]1[CH:18]=[CH:19][CH:20]=[CH:21][CH:22]=1. (3) Given the reactants [NH3:1].[Cl:2][C:3]1[CH:12]=[CH:11][C:10]([C:13]2[C:18]([N:19]([CH3:21])[CH3:20])=[CH:17][CH:16]=[CH:15][N:14]=2)=[CH:9][C:4]=1[C:5](OC)=[O:6], predict the reaction product. The product is: [Cl:2][C:3]1[CH:12]=[CH:11][C:10]([C:13]2[C:18]([N:19]([CH3:21])[CH3:20])=[CH:17][CH:16]=[CH:15][N:14]=2)=[CH:9][C:4]=1[C:5]([NH2:1])=[O:6]. (4) The product is: [F:1][C:2]1[C:3]([NH:20][C:21]2[CH:26]=[CH:25][CH:24]=[CH:23][C:22]=2[C:27]([NH:29][CH:30]([CH3:32])[CH3:31])=[O:28])=[N:4][C:5]([NH:8][C:9]2[CH:10]=[CH:11][C:12]([CH2:13][OH:14])=[CH:18][CH:19]=2)=[N:6][CH:7]=1. Given the reactants [F:1][C:2]1[C:3]([NH:20][C:21]2[CH:26]=[CH:25][CH:24]=[CH:23][C:22]=2[C:27]([NH:29][CH:30]([CH3:32])[CH3:31])=[O:28])=[N:4][C:5]([NH:8][C:9]2[CH:19]=[CH:18][C:12]([C:13](OCC)=[O:14])=[CH:11][CH:10]=2)=[N:6][CH:7]=1.[H-].[H-].[H-].[H-].[Li+].[Al+3], predict the reaction product. (5) Given the reactants [Br:1][C:2]1[CH:3]=[CH:4][C:5]([F:32])=[C:6]([C:8]([NH:25][S:26]([C:28]([CH3:31])([CH3:30])[CH3:29])=[O:27])([CH3:24])[CH2:9][C:10]2([O:16][Si](C(C)(C)C)(C)C)[CH2:15][CH2:14][O:13][CH2:12][CH2:11]2)[CH:7]=1.[F-].C([N+](CCCC)(CCCC)CCCC)CCC, predict the reaction product. The product is: [Br:1][C:2]1[CH:3]=[CH:4][C:5]([F:32])=[C:6]([C:8]([NH:25][S:26]([C:28]([CH3:31])([CH3:30])[CH3:29])=[O:27])([CH3:24])[CH2:9][C:10]2([OH:16])[CH2:11][CH2:12][O:13][CH2:14][CH2:15]2)[CH:7]=1. (6) The product is: [C:16]([Si:19]([CH3:21])([CH3:20])[O:9][C:3]1[CH:4]=[C:5]([CH3:8])[CH:6]=[CH:7][C:2]=1[NH2:1])([CH3:18])([CH3:17])[CH3:15]. Given the reactants [NH2:1][C:2]1[CH:7]=[CH:6][C:5]([CH3:8])=[CH:4][C:3]=1[OH:9].N1C=CN=C1.[CH3:15][C:16]([Si:19](Cl)([CH3:21])[CH3:20])([CH3:18])[CH3:17].O, predict the reaction product. (7) Given the reactants [C:1]([S:5][C:6]1[CH:11]=[CH:10][C:9]([C:12]2[CH:17]=[CH:16][C:15]([C:18]3[C:23]([C:24]4[C:29]([F:30])=[C:28]([F:31])[C:27]([F:32])=[C:26]([F:33])[C:25]=4[F:34])=[C:22]([F:35])[C:21]([F:36])=[C:20]([F:37])[C:19]=3[F:38])=[CH:14][CH:13]=2)=[CH:8][CH:7]=1)(C)(C)[CH3:2].C[OH:40], predict the reaction product. The product is: [C:1]([S:5][C:6]1[CH:11]=[CH:10][C:9]([C:12]2[CH:17]=[CH:16][C:15]([C:18]3[C:23]([C:24]4[C:29]([F:30])=[C:28]([F:31])[C:27]([F:32])=[C:26]([F:33])[C:25]=4[F:34])=[C:22]([F:35])[C:21]([F:36])=[C:20]([F:37])[C:19]=3[F:38])=[CH:14][CH:13]=2)=[CH:8][CH:7]=1)(=[O:40])[CH3:2]. (8) The product is: [CH3:1][O:2][C:3]([C:5]1[CH:14]=[C:13]2[C:8]([CH:9]([NH:15][C:24]([O:23][CH2:16][C:17]3[CH:22]=[CH:21][CH:20]=[CH:19][CH:18]=3)=[O:25])[CH2:10][CH2:11][O:12]2)=[CH:7][CH:6]=1)=[O:4]. Given the reactants [CH3:1][O:2][C:3]([C:5]1[CH:14]=[C:13]2[C:8]([CH:9]([NH2:15])[CH2:10][CH2:11][O:12]2)=[CH:7][CH:6]=1)=[O:4].[CH2:16]([O:23][C:24](Cl)=[O:25])[C:17]1[CH:22]=[CH:21][CH:20]=[CH:19][CH:18]=1, predict the reaction product.